Dataset: Peptide-MHC class I binding affinity with 185,985 pairs from IEDB/IMGT. Task: Regression. Given a peptide amino acid sequence and an MHC pseudo amino acid sequence, predict their binding affinity value. This is MHC class I binding data. (1) The peptide sequence is AQRWANQIR. The MHC is HLA-B48:01 with pseudo-sequence HLA-B48:01. The binding affinity (normalized) is 0.0847. (2) The binding affinity (normalized) is 0.0847. The MHC is HLA-B08:01 with pseudo-sequence HLA-B08:01. The peptide sequence is SYVFNFHKY. (3) The peptide sequence is SMTIREFPR. The MHC is HLA-A03:01 with pseudo-sequence HLA-A03:01. The binding affinity (normalized) is 0.113. (4) The peptide sequence is HCLAFSYM. The MHC is H-2-Kb with pseudo-sequence H-2-Kb. The binding affinity (normalized) is 0.279. (5) The peptide sequence is QYSWFVNGTF. The MHC is HLA-A24:02 with pseudo-sequence HLA-A24:02. The binding affinity (normalized) is 0.951. (6) The peptide sequence is LSPGSQTSAM. The MHC is Mamu-A01 with pseudo-sequence Mamu-A01. The binding affinity (normalized) is 0.796. (7) The binding affinity (normalized) is 0.0847. The peptide sequence is NQFGSVPAL. The MHC is HLA-A01:01 with pseudo-sequence HLA-A01:01. (8) The peptide sequence is RVACRDVEV. The MHC is HLA-A30:01 with pseudo-sequence HLA-A30:01. The binding affinity (normalized) is 0.213. (9) The MHC is HLA-B08:01 with pseudo-sequence HLA-B08:01. The peptide sequence is PLMGGAYIAFPTSCHMFI. The binding affinity (normalized) is 0.0815. (10) The peptide sequence is LVKDESIQL. The MHC is HLA-A68:02 with pseudo-sequence HLA-A68:02. The binding affinity (normalized) is 0.326.